This data is from Drug-target binding data from BindingDB using Ki measurements. The task is: Regression. Given a target protein amino acid sequence and a drug SMILES string, predict the binding affinity score between them. We predict pKi (pKi = -log10(Ki in M); higher means stronger inhibition). Dataset: bindingdb_ki. (1) The drug is O=C(O)c1cc(C(=O)O)c2cc(OCc3ccccc3)ccc2n1. The target protein (Q62795) has sequence MENRCLPKKVPGFCSFRYGLAILLHFCNIVIMAQRVCLNLTMVAMVNKTEPPHLSNKSVAEMLDNVKNPVHSWSLDIQGLVLSSVFLGMVVIQVPVGYLSGAYPMEKIIGSSLFLSSVLSLLIPPAAQVGAALVIVCRVLQGIAQGAVSTGQHGIWVKWAPPLERGRLTSMTLSGFVMGPFIALLVSGFICDLLGWPMVFYIFGIVGCVLSLFWFILLFDDPNNHPYMSSSEKDYITSSLMQQVHSGRQSLPIKAMLKSLPLWAIILNSFAFIWSNNLLVTYTPTFISTTLHVNVRENGLLSSLPYLLAYICGIVAGQMSDFLLSRKIFSVVAVRKLFTTLGIFCPVIFVVCLLYLSYNFYSTVIFLTLANSTLSFSFCGQLINALDIAPRYYGFLKAVTALIGIFGGLISSTLAGLILNQDPEYAWHKNFFLMAGINVTCLAFYLLFAKGDIQDWAKETKTTRL. The pKi is 3.7. (2) The small molecule is Cc1ccc2c(c1)N(C)CC(C1=NCCN1)O2. The target protein (Q9Y2I1) has sequence MATARTFGPEREAEPAKEARVVGSELVDTYTVYIIQVTDGSHEWTVKHRYSDFHDLHEKLVAERKIDKNLLPPKKIIGKNSRSLVEKREKDLEVYLQKLLAAFPGVTPRVLAHFLHFHFYEINGITAALAEELFEKGEQLLGAGEVFAIGPLQLYAVTEQLQQGKPTCASGDAKTDLGHILDFTCRLKYLKVSGTEGPFGTSNIQEQLLPFDLSIFKSLHQVEISHCDAKHIRGLVASKPTLATLSVRFSATSMKEVLVPEASEFDEWEPEGTTLEGPVTAVIPTWQALTTLDLSHNSVSEIDESVKLIPKIEFLDLSHNGLLVVDNLQHLYNLVHLDLSYNKLSSLEGLHTKLGNIKTLNLAGNLLESLSGLHKLYSLVNLDLRDNRIEQMEEVRSIGSLPCLEHVSLLNNPLSIIPDYRTKVLAQFGERASEVCLDDTVTTEKELDTVEVLKAIQKAKEVKSKLSNPEKKGGEDSRLSAAPCIRPSSSPPTVAPASAS.... The pKi is 7.7. (3) The target protein (P31390) has sequence MSFANTSSTFEDKMCEGNRTAMASPQLLPLVVVLSSISLVTVGLNLLVLYAVHSERKLHTVGNLYIVSLSVADLIVGAVVMPMNILYLIMTKWSLGRPLCLFWLSMDYVASTASIFSVFILCIDRYRSVQQPLRYLRYRTKTRASATILGAWFFSFLWVIPILGWHHFMPPAPELREDKCETDFYNVTWFKIMTAIINFYLPTLLMLWFYVKIYKAVRRHCQHRQLTNGSLPSFSELKLRSDDTKEGAKKPGRESPWGVLKRPSRDPSVGLDQKSTSEDPKMTSPTVFSQEGERETRPCFRLDIMQKQSVAEGDVRGSKANDQALSQPKMDEQSLNTCRRISETSEDQTLVDQQSFSRTTDSDTSIEPGPGRVKSRSGSNSGLDYIKITWKRLRSHSRQYVSGLHLNRERKAAKQLGFIMAAFILCWIPYFIFFMVIAFCKSCCSEPMHMFTIWLGYINSTLNPLIYPLCNENFKKTFKKILHIRS. The small molecule is CCN1CCN(c2cc(-c3ccc(F)cc3)c3c(n2)CCCCCC3)CC1. The pKi is 5.5. (4) The drug is NC(CCC(=O)NC(CSC(=O)OCc1ccccc1[N+](=O)[O-])C(=O)NCC(=O)O)C(=O)O. The target protein (O35952) has sequence MVLGRGSLCLRSLSVLGAACARRGLGQALLGLSLCHTDFRKNLTVQQDMMKIELLPALTDNYMYLIIDEDTQEAAVVDPVQPQKVIETVKKHRVKLTTVLTTHHHWDHAGGNEKLVKLEPGLKVYGGDDRIGALTHKVTHLSTLEVGSLSVKCLSTPCHTSGHICYFVSKPGSSEPSAVFTGDTLFVAGCGKFYEGTADEMYKALLEVLGRLPPDTKVICGHEYTVNNLKFARHVEPGNTAVQEKLAWAKEKNAIGEPTVPSTLAEEFTYNPFMRVKEKTVQQHAGETDPVTTMRAIRREKDQFKVPRD. The pKi is 4.8.